This data is from Reaction yield outcomes from USPTO patents with 853,638 reactions. The task is: Predict the reaction yield, written as a fraction of the theoretical maximum amount of product (1.0 means a 100% yield; for example, 0.34 means a 34% yield). The reactants are [C:1]([O:5][C@@H:6]([C:11]1[C:40]([CH3:41])=[CH:39][C:38]2=[N:42][C:35]3=[CH:36][N:37]2[C:12]=1[N:13]1[CH2:48][CH2:47][C:16]([CH3:49])([O:17][CH2:18][CH2:19][CH2:20][CH2:21][C@H:22]([CH3:46])[O:23][C:24]2[CH:25]=[C:26]([F:45])[C:27]([F:44])=[CH:28][C:29]=2[C:30]2[CH:43]=[C:34]3[CH:33]=[CH:32][CH:31]=2)[CH2:15][CH2:14]1)[C:7]([O:9]C)=[O:8])([CH3:4])([CH3:3])[CH3:2].C(O[C@@H](C1C(C)=CC2=NC3=C([Cl:91])N2C=1N1CCC(C)(OCCCC[C@H](C)OC2C=CC(C)=CC=2C2C=C3C=CC=2)CC1)C(O)=O)(C)(C)C. No catalyst specified. The product is [C:1]([O:5][C@@H:6]([C:11]1[C:40]([CH3:41])=[CH:39][C:38]2=[N:42][C:35]3=[C:36]([Cl:91])[N:37]2[C:12]=1[N:13]1[CH2:48][CH2:47][C:16]([CH3:49])([O:17][CH2:18][CH2:19][CH2:20][CH2:21][C@H:22]([CH3:46])[O:23][C:24]2[CH:25]=[C:26]([F:45])[C:27]([F:44])=[CH:28][C:29]=2[C:30]2[CH:43]=[C:34]3[CH:33]=[CH:32][CH:31]=2)[CH2:15][CH2:14]1)[C:7]([OH:9])=[O:8])([CH3:4])([CH3:3])[CH3:2]. The yield is 0.420.